From a dataset of Catalyst prediction with 721,799 reactions and 888 catalyst types from USPTO. Predict which catalyst facilitates the given reaction. (1) Reactant: [Cl:1][C:2]1[CH:3]=[C:4]([NH:9][C:10]([C:12]2[C:16]([CH2:17][OH:18])=[N:15][O:14][N:13]=2)=[O:11])[CH:5]=[CH:6][C:7]=1[F:8].CC(OI1(OC(C)=O)(OC(C)=O)OC(=O)C2C=CC=CC1=2)=O. Product: [Cl:1][C:2]1[CH:3]=[C:4]([NH:9][C:10]([C:12]2[C:16]([CH:17]=[O:18])=[N:15][O:14][N:13]=2)=[O:11])[CH:5]=[CH:6][C:7]=1[F:8]. The catalyst class is: 754. (2) Reactant: C(O[C:4](=[O:15])[C:5]([N:10]1[CH:14]=[CH:13][N:12]=[N:11]1)=[CH:6][N:7](C)C)C.[CH3:16][C:17]([CH3:29])([CH3:28])[CH2:18][O:19][C:20]1[CH:21]=[CH:22][C:23]([NH:26]N)=[N:24][CH:25]=1.O.C1(C)C=CC(S(O)(=O)=O)=CC=1. Product: [CH3:16][C:17]([CH3:29])([CH3:28])[CH2:18][O:19][C:20]1[CH:21]=[CH:22][C:23]([N:26]2[C:4](=[O:15])[C:5]([N:10]3[CH:14]=[CH:13][N:12]=[N:11]3)=[CH:6][NH:7]2)=[N:24][CH:25]=1. The catalyst class is: 8. (3) Reactant: CC(C)([O-])C.[Na+].Cl[C:8]1[N:9]([CH2:16][CH2:17][CH:18]([OH:48])[CH2:19][O:20][C:21]2[CH:26]=[CH:25][C:24]([N:27]3[CH2:32][CH2:31][CH:30]([CH2:33][C:34]4[O:35][C:36]5[CH:42]=[CH:41][C:40]([O:43][C:44]([F:47])([F:46])[F:45])=[CH:39][C:37]=5[CH:38]=4)[CH2:29][CH2:28]3)=[CH:23][CH:22]=2)[CH:10]=[C:11]([N+:13]([O-:15])=[O:14])[N:12]=1.[Cl-].[NH4+]. Product: [N+:13]([C:11]1[N:12]=[C:8]2[N:9]([CH:10]=1)[CH2:16][CH2:17][CH:18]([CH2:19][O:20][C:21]1[CH:26]=[CH:25][C:24]([N:27]3[CH2:32][CH2:31][CH:30]([CH2:33][C:34]4[O:35][C:36]5[CH:42]=[CH:41][C:40]([O:43][C:44]([F:47])([F:46])[F:45])=[CH:39][C:37]=5[CH:38]=4)[CH2:29][CH2:28]3)=[CH:23][CH:22]=1)[O:48]2)([O-:15])=[O:14]. The catalyst class is: 60. (4) Reactant: [F:1][C:2]1[CH:3]=[C:4]2[C:8](=[C:9]([NH:11][S:12]([C:15]3[S:16][CH:17]=[CH:18][CH:19]=3)(=[O:14])=[O:13])[CH:10]=1)[NH:7][C:6]([C:20](O)=[O:21])=[CH:5]2.[CH2:23]([S:30][C:31]([CH3:35])([CH3:34])[CH2:32][NH2:33])[C:24]1[CH:29]=[CH:28][CH:27]=[CH:26][CH:25]=1.N1(O)C2C=CC=CC=2N=N1.Cl.CN(C)CCCN=C=NCC. Product: [CH2:23]([S:30][C:31]([CH3:35])([CH3:34])[CH2:32][NH:33][C:20]([C:6]1[NH:7][C:8]2[C:4]([CH:5]=1)=[CH:3][C:2]([F:1])=[CH:10][C:9]=2[NH:11][S:12]([C:15]1[S:16][CH:17]=[CH:18][CH:19]=1)(=[O:14])=[O:13])=[O:21])[C:24]1[CH:29]=[CH:28][CH:27]=[CH:26][CH:25]=1. The catalyst class is: 434.